This data is from Catalyst prediction with 721,799 reactions and 888 catalyst types from USPTO. The task is: Predict which catalyst facilitates the given reaction. Reactant: ClC1C=C(C2NC=C(S(NCCC(OCC)=O)(=O)=O)C=2)C=CN=1.[Cl:24][C:25]1[CH:30]=[C:29]([C:31]2[NH:35][CH:34]=[C:33]([S:36]([OH:39])(=[O:38])=[O:37])[CH:32]=2)[CH:28]=[CH:27][N:26]=1.C[O-].[Na+:42]. Product: [Cl:24][C:25]1[CH:30]=[C:29]([C:31]2[NH:35][CH:34]=[C:33]([S:36]([O-:39])(=[O:37])=[O:38])[CH:32]=2)[CH:28]=[CH:27][N:26]=1.[Na+:42]. The catalyst class is: 5.